This data is from Catalyst prediction with 721,799 reactions and 888 catalyst types from USPTO. The task is: Predict which catalyst facilitates the given reaction. (1) Reactant: [Cl:1][C:2]1[CH:3]=[C:4]([CH2:8][CH2:9][NH2:10])[CH:5]=[N:6][CH:7]=1.[C:11](O[C:11]([O:13][C:14]([CH3:17])([CH3:16])[CH3:15])=[O:12])([O:13][C:14]([CH3:17])([CH3:16])[CH3:15])=[O:12]. Product: [Cl:1][C:2]1[CH:3]=[C:4]([CH2:8][CH2:9][NH:10][C:11](=[O:12])[O:13][C:14]([CH3:17])([CH3:16])[CH3:15])[CH:5]=[N:6][CH:7]=1. The catalyst class is: 1. (2) Reactant: [F:1][C:2]1[CH:3]=[CH:4][C:5]([C:8]2[CH:13]=[C:12]([N+:14]([O-])=O)[CH:11]=[CH:10][C:9]=2[F:17])=[N:6][CH:7]=1. Product: [F:17][C:9]1[CH:10]=[CH:11][C:12]([NH2:14])=[CH:13][C:8]=1[C:5]1[CH:4]=[CH:3][C:2]([F:1])=[CH:7][N:6]=1. The catalyst class is: 553. (3) Reactant: [CH2:1]([O:5][C:6]1[CH:11]=[CH:10][C:9]([O:12][CH3:13])=[CH:8][C:7]=1[C:14]1[CH:19]=[CH:18][C:17]([CH2:20][O:21][C:22]2[CH:23]=[C:24]([CH2:28][CH2:29][C:30]([O:32]C)=[O:31])[CH:25]=[CH:26][CH:27]=2)=[CH:16][C:15]=1[CH3:34])[CH2:2][CH2:3][CH3:4].[Li+].[OH-]. Product: [CH2:1]([O:5][C:6]1[CH:11]=[CH:10][C:9]([O:12][CH3:13])=[CH:8][C:7]=1[C:14]1[CH:19]=[CH:18][C:17]([CH2:20][O:21][C:22]2[CH:23]=[C:24]([CH2:28][CH2:29][C:30]([OH:32])=[O:31])[CH:25]=[CH:26][CH:27]=2)=[CH:16][C:15]=1[CH3:34])[CH2:2][CH2:3][CH3:4]. The catalyst class is: 36. (4) Reactant: [F:1][C:2]([F:15])([CH:9]([F:14])[C:10]([F:13])([F:12])[F:11])[CH2:3][CH:4]([C:7]#[N:8])[C:5]#[N:6].FC(F)(F)S(O[CH2:22][C:23]([F:31])([F:30])[CH:24]([F:29])[C:25]([F:28])([F:27])[F:26])(=O)=O.C(=O)([O-])[O-].[K+].[K+].Cl. Product: [F:1][C:2]([F:15])([CH:9]([F:14])[C:10]([F:12])([F:13])[F:11])[CH2:3][C:4]([CH2:22][C:23]([F:31])([F:30])[CH:24]([F:29])[C:25]([F:28])([F:27])[F:26])([C:7]#[N:8])[C:5]#[N:6]. The catalyst class is: 21. (5) Reactant: [Cl:1][C:2]1[CH:7]=[CH:6][C:5]([C:8]2[C:9](=[O:18])[NH:10][C:11]3([CH2:17][CH2:16][CH2:15][CH2:14][CH2:13]3)[N:12]=2)=[CH:4][CH:3]=1.[H-].[Na+].Br[CH2:22][C:23]([C:25]1[CH:30]=[CH:29][C:28]([Cl:31])=[C:27]([CH3:32])[CH:26]=1)=[O:24].O. Product: [Cl:31][C:28]1[CH:29]=[CH:30][C:25]([C:23](=[O:24])[CH2:22][N:10]2[C:11]3([CH2:17][CH2:16][CH2:15][CH2:14][CH2:13]3)[N:12]=[C:8]([C:5]3[CH:4]=[CH:3][C:2]([Cl:1])=[CH:7][CH:6]=3)[C:9]2=[O:18])=[CH:26][C:27]=1[CH3:32]. The catalyst class is: 3.